From a dataset of Forward reaction prediction with 1.9M reactions from USPTO patents (1976-2016). Predict the product of the given reaction. Given the reactants [CH2:1]([O:3][C:4]([C:6]1[C:14]2[C:13](=[O:15])[N:12]([CH3:16])[C:11](=[O:17])[N:10]([CH:18]([CH3:20])[CH3:19])[C:9]=2[S:8][CH:7]=1)=[O:5])[CH3:2].[F:21][C:22]1[CH:29]=[CH:28][C:25]([CH:26]=[O:27])=[CH:24][CH:23]=1, predict the reaction product. The product is: [CH2:1]([O:3][C:4]([C:6]1[C:14]2[C:13](=[O:15])[N:12]([CH3:16])[C:11](=[O:17])[N:10]([CH:18]([CH3:19])[CH3:20])[C:9]=2[S:8][C:7]=1[CH:26]([C:25]1[CH:28]=[CH:29][C:22]([F:21])=[CH:23][CH:24]=1)[OH:27])=[O:5])[CH3:2].